Dataset: Full USPTO retrosynthesis dataset with 1.9M reactions from patents (1976-2016). Task: Predict the reactants needed to synthesize the given product. Given the product [F:31][C:2]([F:1])([F:30])[C:3]1[CH:4]=[C:5]([CH:23]=[C:24]([C:26]([F:27])([F:28])[F:29])[CH:25]=1)[C:6]([N:8]1[CH2:13][CH2:12][N:11]([CH2:33][CH2:34][O:35][CH2:36][CH2:37][OH:38])[CH2:10][C@H:9]1[CH2:14][C:15]1[CH:20]=[CH:19][C:18]([CH3:21])=[C:17]([CH3:22])[CH:16]=1)=[O:7], predict the reactants needed to synthesize it. The reactants are: [F:1][C:2]([F:31])([F:30])[C:3]1[CH:4]=[C:5]([CH:23]=[C:24]([C:26]([F:29])([F:28])[F:27])[CH:25]=1)[C:6]([N:8]1[CH2:13][CH2:12][NH:11][CH2:10][C@H:9]1[CH2:14][C:15]1[CH:20]=[CH:19][C:18]([CH3:21])=[C:17]([CH3:22])[CH:16]=1)=[O:7].Cl[CH2:33][CH2:34][O:35][CH2:36][CH2:37][OH:38].C(=O)([O-])[O-].[K+].[K+].[I-].[K+].